Dataset: Catalyst prediction with 721,799 reactions and 888 catalyst types from USPTO. Task: Predict which catalyst facilitates the given reaction. (1) Reactant: [C:1](Cl)(=O)C.[S:5]1[CH:9]=[CH:8][C:7]2[CH:10]=[CH:11][CH:12]=[C:13]([C:14]([OH:16])=[O:15])[C:6]1=2. Product: [CH3:1][O:15][C:14]([C:13]1[C:6]2[S:5][CH:9]=[CH:8][C:7]=2[CH:10]=[CH:11][CH:12]=1)=[O:16]. The catalyst class is: 5. (2) Reactant: [F:1][C:2]1[CH:3]=[C:4]2[C:8](=[CH:9][CH:10]=1)[NH:7][CH:6]=[C:5]2[CH2:11][CH2:12][CH2:13][NH:14][CH:15]1[CH2:24][C:23]2[C:22]([C:25]([NH2:27])=[O:26])=[CH:21][CH:20]=[CH:19][C:18]=2[O:17][CH2:16]1.[C:28]1(=O)[CH2:31][CH2:30][CH2:29]1.C(O)(=O)C.C([BH3-])#N.[Na+]. Product: [CH:28]1([N:14]([CH2:13][CH2:12][CH2:11][C:5]2[C:4]3[C:8](=[CH:9][CH:10]=[C:2]([F:1])[CH:3]=3)[NH:7][CH:6]=2)[CH:15]2[CH2:24][C:23]3[C:22]([C:25]([NH2:27])=[O:26])=[CH:21][CH:20]=[CH:19][C:18]=3[O:17][CH2:16]2)[CH2:31][CH2:30][CH2:29]1. The catalyst class is: 5.